From a dataset of Reaction yield outcomes from USPTO patents with 853,638 reactions. Predict the reaction yield, written as a fraction of the theoretical maximum amount of product (1.0 means a 100% yield; for example, 0.34 means a 34% yield). (1) The reactants are Cl.[NH2:2][CH2:3][C:4]1[O:8][N:7]=[C:6]([CH3:9])[CH:5]=1.[Br:10][C:11]1[C:12]([NH:18][C:19]2[CH:23]=[C:22]([CH3:24])[NH:21][N:20]=2)=[N:13][C:14](Cl)=[N:15][CH:16]=1.C(N(CC)C(C)C)(C)C. The catalyst is C(O)CCC. The product is [Br:10][C:11]1[C:12]([NH:18][C:19]2[CH:23]=[C:22]([CH3:24])[NH:21][N:20]=2)=[N:13][C:14]([NH:2][CH2:3][C:4]2[O:8][N:7]=[C:6]([CH3:9])[CH:5]=2)=[N:15][CH:16]=1. The yield is 0.310. (2) The reactants are [CH:1](NC(C)C)(C)C.[Li]CCCC.[CH3:13][O:14][C:15](=[O:24])[C:16]([C:18]12[CH2:23][CH:22]1[CH2:21][CH2:20][CH2:19]2)=O.S(=O)(=O)(O)O.[Cl-].[Na+]. The catalyst is CCCCCC.[Br-].C[P+](C1C=CC=CC=1)(C1C=CC=CC=1)C1C=CC=CC=1.O1CCCC1. The product is [CH3:13][O:14][C:15](=[O:24])[C:16]([C:18]12[CH2:23][CH:22]1[CH2:21][CH2:20][CH2:19]2)=[CH2:1]. The yield is 0.850.